Dataset: Reaction yield outcomes from USPTO patents with 853,638 reactions. Task: Predict the reaction yield, written as a fraction of the theoretical maximum amount of product (1.0 means a 100% yield; for example, 0.34 means a 34% yield). (1) The reactants are [Br:1][C:2]1[C:3](=[O:30])[N:4]([CH2:19][C:20]2[CH:21]=[C:22]([CH:27]=[CH:28][CH:29]=2)[C:23]([O:25]C)=[O:24])[C:5]([CH3:18])=[CH:6][C:7]=1[O:8][CH2:9][C:10]1[CH:15]=[CH:14][C:13]([F:16])=[CH:12][C:11]=1[F:17].C[Si](C)(C)[O-].[K+]. The catalyst is O1CCCC1. The product is [Br:1][C:2]1[C:3](=[O:30])[N:4]([CH2:19][C:20]2[CH:21]=[C:22]([CH:27]=[CH:28][CH:29]=2)[C:23]([OH:25])=[O:24])[C:5]([CH3:18])=[CH:6][C:7]=1[O:8][CH2:9][C:10]1[CH:15]=[CH:14][C:13]([F:16])=[CH:12][C:11]=1[F:17]. The yield is 0.440. (2) The reactants are [I:1][CH2:2][CH2:3][CH2:4][CH2:5][C:6]1[CH:11]=[CH:10][CH:9]=[CH:8][CH:7]=1.[CH:12]1[CH:17]=[CH:16][C:15]([P:18]([C:25]2[CH:30]=[CH:29][CH:28]=[CH:27][CH:26]=2)[C:19]2[CH:24]=[CH:23][CH:22]=[CH:21][CH:20]=2)=[CH:14][CH:13]=1. The catalyst is CC#N. The product is [I-:1].[C:25]1([P+:18]([C:15]2[CH:14]=[CH:13][CH:12]=[CH:17][CH:16]=2)([C:19]2[CH:24]=[CH:23][CH:22]=[CH:21][CH:20]=2)[CH2:2][CH2:3][CH2:4][CH2:5][C:6]2[CH:11]=[CH:10][CH:9]=[CH:8][CH:7]=2)[CH:26]=[CH:27][CH:28]=[CH:29][CH:30]=1. The yield is 0.620. (3) The product is [Cl:1][C:2]1[CH:7]=[CH:6][C:5]([S:8][C:9]2[O:13][C:12]([C:14]3[CH:19]=[CH:18][CH:17]=[CH:16][CH:15]=3)=[N:11][C:10]=2[C:20]2[CH:21]=[CH:22][C:23]([C:24]3[N:28]=[CH:30][O:33][N:25]=3)=[CH:26][CH:27]=2)=[CH:4][CH:3]=1. The yield is 0.370. The catalyst is CCO. The reactants are [Cl:1][C:2]1[CH:7]=[CH:6][C:5]([S:8][C:9]2[O:13][C:12]([C:14]3[CH:19]=[CH:18][CH:17]=[CH:16][CH:15]=3)=[N:11][C:10]=2[C:20]2[CH:27]=[CH:26][C:23]([C:24]#[N:25])=[CH:22][CH:21]=2)=[CH:4][CH:3]=1.[NH2:28]O.[C:30]([O-:33])([O-])=O.[K+].[K+]. (4) The reactants are [CH2:1]([CH:11]([CH2:24][CH2:25][CH2:26]/[CH:27]=[CH:28]\[CH2:29][CH2:30][CH2:31][CH2:32][CH3:33])[CH:12]([OH:23])[CH2:13][CH2:14][CH2:15]/[CH:16]=[CH:17]\[CH2:18][CH2:19][CH2:20][CH2:21][CH3:22])[CH2:2][CH2:3]/[CH:4]=[CH:5]\[CH2:6][CH2:7][CH2:8][CH2:9][CH3:10].O=C(Cl)[O:36][C:37](Cl)(Cl)Cl.[CH3:42][N:43]([CH3:49])[CH2:44][CH2:45][CH2:46][NH:47][CH3:48]. The catalyst is C(OCC)C. The product is [CH3:42][N:43]([CH3:49])[CH2:44][CH2:45][CH2:46][N:47]([CH3:48])[C:37](=[O:36])[O:23][CH:12]([CH:11]([CH2:1][CH2:2][CH2:3]/[CH:4]=[CH:5]\[CH2:6][CH2:7][CH2:8][CH2:9][CH3:10])[CH2:24][CH2:25][CH2:26]/[CH:27]=[CH:28]\[CH2:29][CH2:30][CH2:31][CH2:32][CH3:33])[CH2:13][CH2:14][CH2:15]/[CH:16]=[CH:17]\[CH2:18][CH2:19][CH2:20][CH2:21][CH3:22]. The yield is 0.230. (5) The reactants are [CH3:1][N:2]1[C:6]([C:7]2[CH:8]=[C:9]([C:12]([NH:14][C@@H:15]([CH2:28][C:29]3[CH:34]=[CH:33][CH:32]=[C:31]([F:35])[CH:30]=3)[CH2:16][N:17]3[C:25](=[O:26])[C:24]4[C:19](=[CH:20][CH:21]=[CH:22][CH:23]=4)[C:18]3=[O:27])=[O:13])[S:10][CH:11]=2)=[C:5]([CH3:36])[N:4]=[N:3]1.C1C(=O)N([Cl:44])C(=O)C1.CCOC(C)=O. The catalyst is CN(C)C=O. The product is [Cl:44][C:11]1[S:10][C:9]([C:12]([NH:14][C@@H:15]([CH2:28][C:29]2[CH:34]=[CH:33][CH:32]=[C:31]([F:35])[CH:30]=2)[CH2:16][N:17]2[C:25](=[O:26])[C:24]3[C:19](=[CH:20][CH:21]=[CH:22][CH:23]=3)[C:18]2=[O:27])=[O:13])=[CH:8][C:7]=1[C:6]1[N:2]([CH3:1])[N:3]=[N:4][C:5]=1[CH3:36]. The yield is 0.280. (6) The reactants are [NH2:1][C:2]1[N:6]([CH3:7])[C:5](=[O:8])[C:4]([C:15]2[CH:20]=[CH:19][CH:18]=[C:17]([C:21]3[CH:29]=[CH:28][C:24]4[CH2:25][CH2:26][O:27][C:23]=4[CH:22]=3)[CH:16]=2)([C:9]2[CH:14]=[CH:13][CH:12]=[CH:11][CH:10]=2)[N:3]=1.[Cl:30]CCl.N. The catalyst is CO. The product is [ClH:30].[NH2:1][C:2]1[N:6]([CH3:7])[C:5](=[O:8])[C:4]([C:15]2[CH:20]=[CH:19][CH:18]=[C:17]([C:21]3[CH:29]=[CH:28][C:24]4[CH2:25][CH2:26][O:27][C:23]=4[CH:22]=3)[CH:16]=2)([C:9]2[CH:10]=[CH:11][CH:12]=[CH:13][CH:14]=2)[N:3]=1. The yield is 0.960.